Dataset: Forward reaction prediction with 1.9M reactions from USPTO patents (1976-2016). Task: Predict the product of the given reaction. Given the reactants C([O:3][C:4](=[O:39])[CH2:5][O:6][C:7]1[CH:12]=[CH:11][C:10]([S:13]([C:16]2[CH:21]=[CH:20][C:19]([O:22][C:23]3[CH:28]=[CH:27][C:26]([S:29]([C:32]([F:35])([F:34])[F:33])(=[O:31])=[O:30])=[CH:25][C:24]=3[N+:36]([O-:38])=[O:37])=[CH:18][CH:17]=2)(=[O:15])=[O:14])=[CH:9][CH:8]=1)C.[OH-].[Na+], predict the reaction product. The product is: [N+:36]([C:24]1[CH:25]=[C:26]([S:29]([C:32]([F:35])([F:34])[F:33])(=[O:30])=[O:31])[CH:27]=[CH:28][C:23]=1[O:22][C:19]1[CH:18]=[CH:17][C:16]([S:13]([C:10]2[CH:9]=[CH:8][C:7]([O:6][CH2:5][C:4]([OH:39])=[O:3])=[CH:12][CH:11]=2)(=[O:15])=[O:14])=[CH:21][CH:20]=1)([O-:38])=[O:37].